This data is from Catalyst prediction with 721,799 reactions and 888 catalyst types from USPTO. The task is: Predict which catalyst facilitates the given reaction. (1) Reactant: [C:1](=[O:26])([O:14][CH2:15][CH2:16][CH2:17][S:18][S:19][C:20]1[CH:25]=[CH:24][CH:23]=[CH:22]N=1)[O:2][C:3]1[CH:13]=[CH:12][C:6]2[N:7]=[C:8]([C:10]#[N:11])[S:9][C:5]=2[CH:4]=1.SCCCCC[CH2:33][CH2:34][CH2:35][CH2:36][CH2:37][CH2:38][CH2:39][CH2:40][CH2:41][CH2:42][C:43]([OH:45])=[O:44].C(N(CC)CC)C. Product: [C:10]([C:8]1[S:9][C:5]2[CH:4]=[C:3]([O:2][C:1]([O:14][CH2:15][CH2:16][CH2:17][S:18][S:19][CH2:20][CH2:25][CH2:24][CH2:23][CH2:22][CH2:33][CH2:34][CH2:35][CH2:36][CH2:37][CH2:38][CH2:39][CH2:40][CH2:41][CH2:42][C:43]([OH:45])=[O:44])=[O:26])[CH:13]=[CH:12][C:6]=2[N:7]=1)#[N:11]. The catalyst class is: 3. (2) Reactant: [CH2:1]([NH:3][C:4]1[C:9]([CH:10]=O)=[CH:8][N:7]=[C:6]([S:12][CH3:13])[N:5]=1)[CH3:2].COC(=O)[C:17]1[CH:22]=[C:21]([O:23][CH3:24])[CH:20]=[C:19]([CH2:25][C:26]#[N:27])[CH:18]=1.[C:29]([O-:32])([O-])=[O:30].[K+].[K+].[CH3:35]N(C=O)C. The catalyst class is: 6. Product: [CH3:35][O:32][C:29](=[O:30])[C:17]1[CH:22]=[C:21]([O:23][CH3:24])[CH:20]=[C:19]([C:25]2[C:26](=[NH:27])[N:3]([CH2:1][CH3:2])[C:4]3[N:5]=[C:6]([S:12][CH3:13])[N:7]=[CH:8][C:9]=3[CH:10]=2)[CH:18]=1. (3) Reactant: Br[C:2]1[CH:7]=[CH:6][CH:5]=[CH:4][CH:3]=1.[Mg].II.[Cl:11][C:12]1[CH:17]=[CH:16][C:15]([C:18](=[O:20])[CH3:19])=[CH:14][CH:13]=1. Product: [Cl:11][C:12]1[CH:17]=[CH:16][C:15]([C:18]([C:2]2[CH:7]=[CH:6][CH:5]=[CH:4][CH:3]=2)([OH:20])[CH3:19])=[CH:14][CH:13]=1. The catalyst class is: 7.